From a dataset of Reaction yield outcomes from USPTO patents with 853,638 reactions. Predict the reaction yield, written as a fraction of the theoretical maximum amount of product (1.0 means a 100% yield; for example, 0.34 means a 34% yield). (1) The reactants are [Br:1][C:2]1[CH:7]=[CH:6][C:5]([NH:8][C:9](=[O:20])[C:10]2[CH:15]=[CH:14][C:13](Cl)=[C:12]([N+:17]([O-:19])=[O:18])[CH:11]=2)=[CH:4][CH:3]=1.[SH:21][C:22]1[CH:27]=[CH:26][C:25]([OH:28])=[CH:24][CH:23]=1.C(=O)([O-])[O-].[Cs+].[Cs+]. The catalyst is CN(C)C=O. The product is [Br:1][C:2]1[CH:7]=[CH:6][C:5]([NH:8][C:9](=[O:20])[C:10]2[CH:15]=[CH:14][C:13]([S:21][C:22]3[CH:27]=[CH:26][C:25]([OH:28])=[CH:24][CH:23]=3)=[C:12]([N+:17]([O-:19])=[O:18])[CH:11]=2)=[CH:4][CH:3]=1. The yield is 0.750. (2) The product is [Br-:18].[Cl:11][C:8]1[N:7]=[N+:6]([CH2:17][C:16]([O:15][CH2:13][CH3:14])=[O:19])[C:5]([N:4]=[CH:3][N:2]([CH3:12])[CH3:1])=[CH:10][CH:9]=1. The catalyst is C(#N)C. The yield is 0.770. The reactants are [CH3:1][N:2]([CH3:12])[CH:3]=[N:4][C:5]1[N:6]=[N:7][C:8]([Cl:11])=[CH:9][CH:10]=1.[CH2:13]([O:15][C:16](=[O:19])[CH2:17][Br:18])[CH3:14].